The task is: Predict the product of the given reaction.. This data is from Forward reaction prediction with 1.9M reactions from USPTO patents (1976-2016). (1) Given the reactants C(Cl)(=O)C(Cl)=O.[Cl:7][C:8]1[C:17]2[C:12](=[CH:13][C:14]([S:18]([N:21]3[CH2:28][CH2:27][CH2:26][C@@H:22]3[C:23](O)=[O:24])(=[O:20])=[O:19])=[CH:15][CH:16]=2)[C:11]([NH:29][C:30]([NH2:32])=[NH:31])=[N:10][CH:9]=1.[CH2:33]([CH2:35][NH2:36])[OH:34], predict the reaction product. The product is: [NH3:10].[Cl:7][C:8]1[C:17]2[C:12](=[CH:13][C:14]([S:18]([N:21]3[CH2:28][CH2:27][CH2:26][C@@H:22]3[C:23]([NH:36][CH2:35][CH2:33][OH:34])=[O:24])(=[O:19])=[O:20])=[CH:15][CH:16]=2)[C:11]([NH:29][C:30]([NH2:32])=[NH:31])=[N:10][CH:9]=1. (2) Given the reactants [Cl:1][C:2]1[CH:3]=[C:4]([CH:8]=[CH:9][CH:10]=1)[CH2:5][Mg]Cl.CON(C)[C:14]([C:16]1[C:24]2[C:19](=[N:20][CH:21]=[CH:22][CH:23]=2)[N:18]([Si:25]([CH:32]([CH3:34])[CH3:33])([CH:29]([CH3:31])[CH3:30])[CH:26]([CH3:28])[CH3:27])[CH:17]=1)=[O:15], predict the reaction product. The product is: [Cl:1][C:2]1[CH:3]=[C:4]([CH2:5][C:14]([C:16]2[C:24]3[C:19](=[N:20][CH:21]=[CH:22][CH:23]=3)[N:18]([Si:25]([CH:29]([CH3:31])[CH3:30])([CH:32]([CH3:34])[CH3:33])[CH:26]([CH3:27])[CH3:28])[CH:17]=2)=[O:15])[CH:8]=[CH:9][CH:10]=1. (3) Given the reactants [CH:1]1([O:5][C:6]2[CH:11]=[CH:10][C:9]([N+:12]([O-])=O)=[CH:8][N:7]=2)[CH2:4][CH2:3][CH2:2]1, predict the reaction product. The product is: [CH:1]1([O:5][C:6]2[N:7]=[CH:8][C:9]([NH2:12])=[CH:10][CH:11]=2)[CH2:2][CH2:3][CH2:4]1. (4) Given the reactants [CH3:1][O:2][C:3]1[CH:4]=[C:5]2[C:10](=[C:11]([CH3:14])[C:12]=1[CH3:13])[NH:9][CH2:8][C:7]1([CH2:17][CH2:16][CH2:15]1)[C:6]2=[O:18].[BH4-].[Na+], predict the reaction product. The product is: [CH3:1][O:2][C:3]1[CH:4]=[C:5]2[C:10](=[C:11]([CH3:14])[C:12]=1[CH3:13])[NH:9][CH2:8][C:7]1([CH2:15][CH2:16][CH2:17]1)[CH:6]2[OH:18]. (5) Given the reactants [Br:1][C:2]1[CH:3]=[CH:4][C:5]2[CH:11]3[CH2:12][CH:9]([CH2:10]3)[N:8]3[C:13]([CH2:20]O)=[C:14]([C:16]([O:18][CH3:19])=[O:17])[N:15]=[C:7]3[C:6]=2[CH:22]=1.[CH3:23][C:24]1[NH:25][C:26]2[CH:32]=[CH:31][CH:30]=[CH:29][C:27]=2[N:28]=1.C1(P(C2C=CC=CC=2)C2C=CC=CC=2)C=CC=CC=1.CC(OC(/N=N/C(OC(C)(C)C)=O)=O)(C)C, predict the reaction product. The product is: [Br:1][C:2]1[CH:3]=[CH:4][C:5]2[CH:11]3[CH2:10][CH:9]([CH2:12]3)[N:8]3[C:13]([CH2:20][N:25]4[C:26]5[CH:32]=[CH:31][CH:30]=[CH:29][C:27]=5[N:28]=[C:24]4[CH3:23])=[C:14]([C:16]([O:18][CH3:19])=[O:17])[N:15]=[C:7]3[C:6]=2[CH:22]=1. (6) Given the reactants [F:1][C:2]([F:14])([F:13])[C:3]1[CH:12]=[CH:11][C:6]([C:7](OC)=[O:8])=[CH:5][CH:4]=1.[NH2:15][NH2:16], predict the reaction product. The product is: [F:1][C:2]([F:14])([F:13])[C:3]1[CH:12]=[CH:11][C:6]([C:7]([NH:15][NH2:16])=[O:8])=[CH:5][CH:4]=1.